Dataset: Full USPTO retrosynthesis dataset with 1.9M reactions from patents (1976-2016). Task: Predict the reactants needed to synthesize the given product. (1) The reactants are: [Cl:1][C:2]1[CH:3]=[C:4]([C@H:9]2[C@H:14]([C:15](O)=[O:16])[NH:13][C:12](=[O:18])[C:11]3[S:19][C:20]([N:22]4[CH2:27][CH2:26][O:25][CH2:24][CH2:23]4)=[CH:21][C:10]2=3)[CH:5]=[CH:6][C:7]=1[Cl:8].Cl.C[N:30](C)CCCN=C=NCC.O.ON1C2C=CC=CC=2N=N1.[OH-].[NH4+].O. Given the product [Cl:1][C:2]1[CH:3]=[C:4]([C@H:9]2[C@H:14]([C:15]([NH2:30])=[O:16])[NH:13][C:12](=[O:18])[C:11]3[S:19][C:20]([N:22]4[CH2:23][CH2:24][O:25][CH2:26][CH2:27]4)=[CH:21][C:10]2=3)[CH:5]=[CH:6][C:7]=1[Cl:8], predict the reactants needed to synthesize it. (2) Given the product [CH3:22][O:21][C:15]1[CH:14]=[C:13]([CH2:12][CH2:11][C@@H:10]([O:9][C:7]([C@@H:2]2[CH2:3][CH2:4][CH2:5][CH2:6][N:1]2[C:81](=[O:82])[C:80]([C@:74]2([OH:79])[CH2:75][CH2:76][CH2:77][CH2:78][C@H:73]2[CH2:71][CH3:72])=[O:84])=[O:8])[C:23]2[CH:28]=[CH:27][CH:26]=[C:25]([O:29][CH2:30][CH2:31][N:32]3[CH2:33][CH2:34][O:35][CH2:36][CH2:37]3)[CH:24]=2)[CH:18]=[CH:17][C:16]=1[O:19][CH3:20], predict the reactants needed to synthesize it. The reactants are: [NH:1]1[CH2:6][CH2:5][CH2:4][CH2:3][C@H:2]1[C:7]([O:9][C@@H:10]([C:23]1[CH:28]=[CH:27][CH:26]=[C:25]([O:29][CH2:30][CH2:31][N:32]2[CH2:37][CH2:36][O:35][CH2:34][CH2:33]2)[CH:24]=1)[CH2:11][CH2:12][C:13]1[CH:18]=[CH:17][C:16]([O:19][CH3:20])=[C:15]([O:21][CH3:22])[CH:14]=1)=[O:8].CCN(C(C)C)C(C)C.CN(C(ON1N=NC2C=CC=NC1=2)=[N+](C)C)C.F[P-](F)(F)(F)(F)F.[CH2:71]([C@@H:73]1[CH2:78][CH2:77][CH2:76][CH2:75][C@:74]1([C:80](=[O:84])[C:81](O)=[O:82])[OH:79])[CH3:72]. (3) The reactants are: [C:1]([C:3]1[CH:12]=[CH:11][C:6]([C:7]([O:9][CH3:10])=[O:8])=[CH:5][C:4]=1[CH3:13])#[N:2].[SH2:14].[Na].Cl.C(N(CC)CC)C. Given the product [NH2:2][C:1]([C:3]1[CH:12]=[CH:11][C:6]([C:7]([O:9][CH3:10])=[O:8])=[CH:5][C:4]=1[CH3:13])=[S:14], predict the reactants needed to synthesize it. (4) The reactants are: Br[C:2]1[CH:10]=[C:9]2[C:5]([CH2:6][O:7][C:8]2=[O:11])=[CH:4][CH:3]=1.[C:12]1(B(O)O)[CH2:17][CH2:16][CH2:15][CH2:14][CH:13]=1. Given the product [C:12]1([C:2]2[CH:10]=[C:9]3[C:5]([CH2:6][O:7][C:8]3=[O:11])=[CH:4][CH:3]=2)[CH2:17][CH2:16][CH2:15][CH2:14][CH:13]=1, predict the reactants needed to synthesize it.